From a dataset of Full USPTO retrosynthesis dataset with 1.9M reactions from patents (1976-2016). Predict the reactants needed to synthesize the given product. Given the product [NH2:29][C:16]1[CH:17]=[C:18]2[C:13](=[CH:14][N:15]=1)[N:12]=[CH:11][C:10]([C:20]#[N:21])=[C:9]2[NH:8][C:4]1[CH:5]=[CH:6][CH:7]=[C:2]([Br:1])[CH:3]=1, predict the reactants needed to synthesize it. The reactants are: [Br:1][C:2]1[CH:3]=[C:4]([NH:8][C:9]2[C:18]3[C:13](=[CH:14][N:15]=[C:16](F)[CH:17]=3)[N:12]=[CH:11][C:10]=2[C:20]#[N:21])[CH:5]=[CH:6][CH:7]=1.COC1C=CC(C[NH2:29])=CC=1.CO.C(Cl)(Cl)Cl.FC(F)(F)C(O)=O.